Dataset: Full USPTO retrosynthesis dataset with 1.9M reactions from patents (1976-2016). Task: Predict the reactants needed to synthesize the given product. (1) Given the product [CH2:1]([O:8][CH2:9][C@@H:10]([C:17]1[C:18]2[C:23](=[CH:22][CH:21]=[CH:20][CH:19]=2)[N:15]([CH3:14])[CH:16]=1)[CH2:11][CH:12]=[O:13])[C:2]1[CH:7]=[CH:6][CH:5]=[CH:4][CH:3]=1, predict the reactants needed to synthesize it. The reactants are: [CH2:1]([O:8][CH2:9][CH:10]=[CH:11][CH:12]=[O:13])[C:2]1[CH:7]=[CH:6][CH:5]=[CH:4][CH:3]=1.[CH3:14][N:15]1[C:23]2[C:18](=[CH:19][CH:20]=[CH:21][CH:22]=2)[CH:17]=[CH:16]1.C(O)(C(F)(F)F)=O.C([C@@H]1N[C@H](C(C)(C)C)N(C)C1=O)C1C=CC=CC=1. (2) Given the product [CH3:35][O:36][C:37]1([C:41]2[CH:46]=[CH:45][C:44]([CH2:47][O:48][CH3:49])=[CH:43][C:42]=2[CH2:50][NH:51][C:30]([NH:7][C:6]2[N:5]([C:8]3[CH:9]=[CH:10][CH:11]=[CH:12][CH:13]=3)[N:4]=[C:3]([C:14]3[CH:15]=[N:16][C:17]([CH3:20])=[CH:18][CH:19]=3)[C:2]=2[CH3:1])=[O:31])[CH2:38][CH2:39][CH2:40]1, predict the reactants needed to synthesize it. The reactants are: [CH3:1][C:2]1[C:3]([C:14]2[CH:15]=[N:16][C:17]([CH3:20])=[CH:18][CH:19]=2)=[N:4][N:5]([C:8]2[CH:13]=[CH:12][CH:11]=[CH:10][CH:9]=2)[C:6]=1[NH2:7].C1(C2C=CC([CH2:30][O:31]C)=CC=2CN)CC1.[CH3:35][O:36][C:37]1([C:41]2[CH:46]=[CH:45][C:44]([CH2:47][O:48][CH3:49])=[CH:43][C:42]=2[CH2:50][NH2:51])[CH2:40][CH2:39][CH2:38]1.